This data is from Reaction yield outcomes from USPTO patents with 853,638 reactions. The task is: Predict the reaction yield, written as a fraction of the theoretical maximum amount of product (1.0 means a 100% yield; for example, 0.34 means a 34% yield). (1) The reactants are [Br:1][C:2]1[CH:19]=[C:18]2[C:5]([CH2:6][C:7]3([C:11]42[NH:15][C:14](=S)[C:13]([CH3:17])=[N:12]4)[CH2:10][CH2:9][CH2:8]3)=[CH:4][CH:3]=1.[NH3:20]. No catalyst specified. The product is [Br:1][C:2]1[CH:19]=[C:18]2[C:5]([CH2:6][C:7]3([C:11]42[N:15]=[C:14]([NH2:20])[C:13]([CH3:17])=[N:12]4)[CH2:10][CH2:9][CH2:8]3)=[CH:4][CH:3]=1. The yield is 0.650. (2) The reactants are FC(F)(F)C(O)=O.[NH2:8][C:9]([C:11]1[CH:31]=[CH:30][C:14]([O:15][C@H:16]2[CH2:21][CH2:20][C@H:19]([NH:22]C(=O)OC(C)(C)C)[CH2:18][CH2:17]2)=[CH:13][C:12]=1[F:32])=[O:10]. The catalyst is ClCCl. The product is [NH2:22][C@H:19]1[CH2:20][CH2:21][C@H:16]([O:15][C:14]2[CH:30]=[CH:31][C:11]([C:9]([NH2:8])=[O:10])=[C:12]([F:32])[CH:13]=2)[CH2:17][CH2:18]1. The yield is 0.720.